This data is from Catalyst prediction with 721,799 reactions and 888 catalyst types from USPTO. The task is: Predict which catalyst facilitates the given reaction. (1) The catalyst class is: 29. Reactant: [CH3:1][O:2][C:3]1[C:4]([O:14][CH3:15])=[CH:5][C:6]2[O:10][CH:9]([C:11]#[N:12])[CH2:8][C:7]=2[CH:13]=1.Cl.[H][H]. Product: [CH3:1][O:2][C:3]1[C:4]([O:14][CH3:15])=[CH:5][C:6]2[O:10][CH:9]([CH2:11][NH2:12])[CH2:8][C:7]=2[CH:13]=1. (2) The catalyst class is: 2. Product: [Br:1][C:2]1[CH:7]=[CH:6][C:5]([O:8][CH:13]2[CH2:14][CH2:15][O:10][CH2:11][CH2:12]2)=[C:4]([Cl:9])[CH:3]=1. Reactant: [Br:1][C:2]1[CH:7]=[CH:6][C:5]([OH:8])=[C:4]([Cl:9])[CH:3]=1.[O:10]1[CH2:15][CH2:14][CH:13](O)[CH2:12][CH2:11]1.C1(P(C2C=CC=CC=2)C2C=CC=CC=2)C=CC=CC=1. (3) Reactant: [I:1][C:2]1[CH:7]=[CH:6][CH:5]=[C:4]([O:8][CH3:9])[C:3]=1[S:10]([NH2:13])(=[O:12])=[O:11].[CH:14]1([N:17]2[C:21](=[O:22])[N:20]([C:23](OC3C=CC=CC=3)=[O:24])[N:19]=[C:18]2[O:32][CH2:33][CH3:34])[CH2:16][CH2:15]1.N12CCCN=C1CCCCC2. Product: [CH:14]1([N:17]2[C:21](=[O:22])[N:20]([C:23]([NH:13][S:10]([C:3]3[C:4]([O:8][CH3:9])=[CH:5][CH:6]=[CH:7][C:2]=3[I:1])(=[O:12])=[O:11])=[O:24])[N:19]=[C:18]2[O:32][CH2:33][CH3:34])[CH2:15][CH2:16]1. The catalyst class is: 10.